The task is: Predict the product of the given reaction.. This data is from Forward reaction prediction with 1.9M reactions from USPTO patents (1976-2016). (1) The product is: [C:1]([C:5]1[O:9][N:8]=[C:7]([NH:10][C:11]([NH:13][C:14]2[CH:19]=[CH:18][C:17]([O:20][C:21]3[CH:22]=[CH:23][C:24]([O:27][C:35](=[O:37])[CH3:36])=[CH:25][CH:26]=3)=[CH:16][CH:15]=2)=[O:12])[CH:6]=1)([CH3:4])([CH3:2])[CH3:3]. Given the reactants [C:1]([C:5]1[O:9][N:8]=[C:7]([NH:10][C:11]([NH:13][C:14]2[CH:19]=[CH:18][C:17]([O:20][C:21]3[CH:26]=[CH:25][C:24]([OH:27])=[CH:23][CH:22]=3)=[CH:16][CH:15]=2)=[O:12])[CH:6]=1)([CH3:4])([CH3:3])[CH3:2].CCN(CC)CC.[C:35](OC(=O)C)(=[O:37])[CH3:36].CCOC(C)=O, predict the reaction product. (2) Given the reactants [I:1][C:2]1[NH:6]C(C(C)C)=[N:4][C:3]=1[CH3:10].[CH:11]([C:13]1([CH3:26])[CH2:18][CH2:17][N:16]([C:19]([O:21][C:22]([CH3:25])([CH3:24])[CH3:23])=[O:20])[CH2:15][CH2:14]1)=O, predict the reaction product. The product is: [I:1][C:2]1[NH:6][C:11]([C:13]2([CH3:26])[CH2:18][CH2:17][N:16]([C:19]([O:21][C:22]([CH3:25])([CH3:24])[CH3:23])=[O:20])[CH2:15][CH2:14]2)=[N:4][C:3]=1[CH3:10]. (3) Given the reactants [Cl:1][C:2]1[S:6][C:5]([S:7]([NH:10][C:11]([CH:13]2[CH2:18][CH2:17][N:16](C(OC(C)(C)C)=O)[CH2:15][CH2:14]2)=[O:12])(=[O:9])=[O:8])=[CH:4][CH:3]=1.Cl, predict the reaction product. The product is: [ClH:1].[Cl:1][C:2]1[S:6][C:5]([S:7]([NH:10][C:11]([CH:13]2[CH2:18][CH2:17][NH:16][CH2:15][CH2:14]2)=[O:12])(=[O:8])=[O:9])=[CH:4][CH:3]=1.